This data is from Full USPTO retrosynthesis dataset with 1.9M reactions from patents (1976-2016). The task is: Predict the reactants needed to synthesize the given product. (1) Given the product [CH2:1]([O:3][C:4]([C:6]1[S:7][C:8]([CH:11]([O:13][C:27]2[CH:28]=[C:29]([CH3:30])[C:24]([C:21]3[CH:22]=[CH:23][C:18]([C:14]([CH3:16])([CH3:15])[CH3:17])=[CH:19][CH:20]=3)=[C:25]([CH3:32])[CH:26]=2)[CH3:12])=[CH:9][CH:10]=1)=[O:5])[CH3:2], predict the reactants needed to synthesize it. The reactants are: [CH2:1]([O:3][C:4]([C:6]1[S:7][C:8]([CH:11]([OH:13])[CH3:12])=[CH:9][CH:10]=1)=[O:5])[CH3:2].[C:14]([C:18]1[CH:23]=[CH:22][C:21]([C:24]2[C:29]([CH3:30])=[CH:28][C:27](O)=[CH:26][C:25]=2[CH3:32])=[CH:20][CH:19]=1)([CH3:17])([CH3:16])[CH3:15].C1C=CC(P(C2C=CC=CC=2)C2C=CC=CC=2)=CC=1.N(C(N1CCCCC1)=O)=NC(N1CCCCC1)=O. (2) Given the product [CH3:13][N:6]1[CH:5]([C:14]2[CH:19]=[CH:18][CH:17]=[CH:16][CH:15]=2)[C:4]2[C:9](=[CH:10][CH:11]=[C:2]([B:20]3[O:24][C:23]([CH3:26])([CH3:25])[C:22]([CH3:28])([CH3:27])[O:21]3)[CH:3]=2)[NH:8][C:7]1=[O:12], predict the reactants needed to synthesize it. The reactants are: Br[C:2]1[CH:3]=[C:4]2[C:9](=[CH:10][CH:11]=1)[NH:8][C:7](=[O:12])[N:6]([CH3:13])[CH:5]2[C:14]1[CH:19]=[CH:18][CH:17]=[CH:16][CH:15]=1.[B:20]1([B:20]2[O:24][C:23]([CH3:26])([CH3:25])[C:22]([CH3:28])([CH3:27])[O:21]2)[O:24][C:23]([CH3:26])([CH3:25])[C:22]([CH3:28])([CH3:27])[O:21]1.C([O-])(=O)C.[K+]. (3) Given the product [CH3:8][C:6]1[CH:5]=[C:4]([N+:9]([O-:11])=[O:10])[CH:3]=[C:2]([CH:7]=1)[CH2:1][Br:19], predict the reactants needed to synthesize it. The reactants are: [CH3:1][C:2]1[CH:3]=[C:4]([N+:9]([O-:11])=[O:10])[CH:5]=[C:6]([CH3:8])[CH:7]=1.C1C(=O)N([Br:19])C(=O)C1.C(OOC(=O)C1C=CC=CC=1)(=O)C1C=CC=CC=1. (4) Given the product [C:19]([O:18][C:17]([N:16]([CH3:24])[CH2:15][CH2:14][CH2:13][N:7]1[CH2:6][CH2:5][C:4]2[C:9](=[CH:10][CH:11]=[C:2]([C:50]([O:53][CH3:54])=[O:52])[CH:3]=2)[C:8]1=[O:12])=[O:23])([CH3:22])([CH3:21])[CH3:20], predict the reactants needed to synthesize it. The reactants are: O[C:2]1[CH:3]=[C:4]2[C:9](=[CH:10][CH:11]=1)[C:8](=[O:12])[N:7]([CH2:13][CH2:14][CH2:15][N:16]([CH3:24])[C:17](=[O:23])[O:18][C:19]([CH3:22])([CH3:21])[CH3:20])[CH2:6][CH2:5]2.C1(PCCCPC2C=CC=CC=2)C=CC=CC=1.C(N(CC)CC)C.O.[C:50]([O:53][CH2:54]C)(=[O:52])C. (5) Given the product [C:65]([O:64][C@@H:58]([C:24]1[C:23]([CH3:69])=[N:22][C:21]2[N:20]([N:19]=[C:18]([CH2:17][CH2:16][CH2:15][C:14]3[C:9]([OH:8])=[CH:10][CH:11]=[C:12]([F:72])[C:13]=3[F:71])[CH:70]=2)[C:25]=1[N:26]1[CH2:31][CH2:30][C:29]([O:33][CH2:34][CH2:35][CH2:36][CH2:37][C@H:38]([OH:40])[CH3:39])([CH3:32])[CH2:28][CH2:27]1)[C:59]([O:61][CH2:62][CH3:63])=[O:60])([CH3:66])([CH3:67])[CH3:68], predict the reactants needed to synthesize it. The reactants are: C([O:8][C:9]1[C:14]([CH2:15][CH:16]=[CH:17][C:18]2[CH:70]=[C:21]3[N:22]=[C:23]([CH3:69])[C:24]([C@H:58]([O:64][C:65]([CH3:68])([CH3:67])[CH3:66])[C:59]([O:61][CH2:62][CH3:63])=[O:60])=[C:25]([N:26]4[CH2:31][CH2:30][C:29]([O:33][CH2:34][CH2:35][CH2:36][CH2:37][C@H:38]([O:40][Si](C(C)(C)C)(C5C=CC=CC=5)C5C=CC=CC=5)[CH3:39])([CH3:32])[CH2:28][CH2:27]4)[N:20]3[N:19]=2)=[C:13]([F:71])[C:12]([F:72])=[CH:11][CH:10]=1)C1C=CC=CC=1.[H][H].CCCC[N+](CCCC)(CCCC)CCCC.[F-].